From a dataset of Reaction yield outcomes from USPTO patents with 853,638 reactions. Predict the reaction yield, written as a fraction of the theoretical maximum amount of product (1.0 means a 100% yield; for example, 0.34 means a 34% yield). The reactants are [Cl:1][C:2]1[CH:3]=[CH:4][C:5]([NH:18][CH2:19][CH:20]2[CH2:25][CH2:24][NH:23][CH2:22][CH2:21]2)=[C:6]([CH:17]=1)[C:7]([NH:9][C:10]1[CH:15]=[CH:14][C:13]([Cl:16])=[CH:12][N:11]=1)=[O:8].[S:26]1[CH2:31][CH2:30][C:29](=O)[CH2:28][CH2:27]1.C([BH3-])#N.[Na+]. The catalyst is CO.C(O)(=O)C.O1CCCC1. The product is [Cl:1][C:2]1[CH:3]=[CH:4][C:5]([NH:18][CH2:19][CH:20]2[CH2:21][CH2:22][N:23]([CH:29]3[CH2:30][CH2:31][S:26][CH2:27][CH2:28]3)[CH2:24][CH2:25]2)=[C:6]([CH:17]=1)[C:7]([NH:9][C:10]1[CH:15]=[CH:14][C:13]([Cl:16])=[CH:12][N:11]=1)=[O:8]. The yield is 0.840.